From a dataset of Full USPTO retrosynthesis dataset with 1.9M reactions from patents (1976-2016). Predict the reactants needed to synthesize the given product. (1) Given the product [N:1]1([C@H:7]2[CH2:10][C@H:9]([O:11][C:12]3[CH:17]=[CH:16][C:15]([C:18]4[S:19][C:20]5[CH2:25][CH2:24][NH:23][CH2:22][C:21]=5[N:26]=4)=[CH:14][CH:13]=3)[CH2:8]2)[CH2:6][CH2:5][CH2:4][CH2:3][CH2:2]1, predict the reactants needed to synthesize it. The reactants are: [N:1]1([C@H:7]2[CH2:10][C@H:9]([O:11][C:12]3[CH:17]=[CH:16][C:15]([C:18]4[S:19][C:20]5[CH:25]=[CH:24][N:23]=[CH:22][C:21]=5[N:26]=4)=[CH:14][CH:13]=3)[CH2:8]2)[CH2:6][CH2:5][CH2:4][CH2:3][CH2:2]1.C([BH-](CC)CC)C.[Li+].Cl.C(OCC)(=O)C. (2) Given the product [CH3:15][O:14][CH:3]([O:2][CH3:1])[C:4]1[N:13]=[C:12]2[C:7]([CH2:8][CH2:9][CH2:10][N:11]2[C:23]([O:22][C:16]2[CH:21]=[CH:20][CH:19]=[CH:18][CH:17]=2)=[O:24])=[CH:6][CH:5]=1, predict the reactants needed to synthesize it. The reactants are: [CH3:1][O:2][CH:3]([O:14][CH3:15])[C:4]1[N:13]=[C:12]2[C:7]([CH2:8][CH2:9][CH2:10][NH:11]2)=[CH:6][CH:5]=1.[C:16]1([O:22][C:23](=O)[O:24]C2C=CC=CC=2)[CH:21]=[CH:20][CH:19]=[CH:18][CH:17]=1.[Li+].C[Si]([N-][Si](C)(C)C)(C)C.